This data is from Forward reaction prediction with 1.9M reactions from USPTO patents (1976-2016). The task is: Predict the product of the given reaction. Given the reactants [CH3:1][C:2]1[CH:7]=[C:6]([CH3:8])[CH:5]=[CH:4][C:3]=1[NH:9][C:10](=O)[CH2:11][N:12]([CH2:19][C:20]1[CH:36]=[CH:35][C:23]([O:24][C:25]([CH3:34])([CH3:33])[C:26]([O:28][C:29]([CH3:32])([CH3:31])[CH3:30])=[O:27])=[CH:22][CH:21]=1)[CH2:13][C:14]1[O:15][CH:16]=[CH:17][CH:18]=1.B.CSC.C(=O)([O-])[O-].[Na+].[Na+], predict the reaction product. The product is: [CH3:1][C:2]1[CH:7]=[C:6]([CH3:8])[CH:5]=[CH:4][C:3]=1[NH:9][CH2:10][CH2:11][N:12]([CH2:19][C:20]1[CH:21]=[CH:22][C:23]([O:24][C:25]([CH3:34])([CH3:33])[C:26]([O:28][C:29]([CH3:30])([CH3:31])[CH3:32])=[O:27])=[CH:35][CH:36]=1)[CH2:13][C:14]1[O:15][CH:16]=[CH:17][CH:18]=1.